This data is from Full USPTO retrosynthesis dataset with 1.9M reactions from patents (1976-2016). The task is: Predict the reactants needed to synthesize the given product. (1) Given the product [F:22][C:19]1[CH:18]=[CH:17][C:16]([CH2:15][N:13]2[CH2:12][C:11]3([CH2:10][C:9](=[O:27])[C:8]4[C:24](=[CH:25][CH:26]=[C:6](/[CH:5]=[CH:4]/[C:3]([OH:28])=[O:2])[CH:7]=4)[O:23]3)[CH2:14]2)=[CH:21][CH:20]=1, predict the reactants needed to synthesize it. The reactants are: C[O:2][C:3](=[O:28])/[CH:4]=[CH:5]/[C:6]1[CH:7]=[C:8]2[C:24](=[CH:25][CH:26]=1)[O:23][C:11]1([CH2:14][N:13]([CH2:15][C:16]3[CH:21]=[CH:20][C:19]([F:22])=[CH:18][CH:17]=3)[CH2:12]1)[CH2:10][C:9]2=[O:27].Cl. (2) Given the product [NH:1]1[CH:5]=[CH:4][N:3]=[C:2]1[CH2:6][N:7]([CH2:14][C:15]1[CH:28]=[CH:27][C:18]([C:19]([NH:21][CH2:22][CH2:23][CH2:24][CH2:25][NH:26][CH2:33][C:32]2[CH:35]=[CH:36][CH:37]=[CH:38][C:31]=2[O:30][CH3:29])=[O:20])=[CH:17][CH:16]=1)[CH2:8][C:9]1[NH:13][CH:12]=[CH:11][N:10]=1, predict the reactants needed to synthesize it. The reactants are: [NH:1]1[CH:5]=[CH:4][N:3]=[C:2]1[CH2:6][N:7]([CH2:14][C:15]1[CH:28]=[CH:27][C:18]([C:19]([NH:21][CH2:22][CH2:23][CH2:24][CH2:25][NH2:26])=[O:20])=[CH:17][CH:16]=1)[CH2:8][C:9]1[NH:10][CH:11]=[CH:12][N:13]=1.[CH3:29][O:30][C:31]1[CH:38]=[CH:37][CH:36]=[CH:35][C:32]=1[CH:33]=O.C(OC)(OC)OC.[BH4-].[Na+]. (3) Given the product [CH3:1][O:2][C:3](=[O:16])[CH2:4][CH2:5][CH2:6][CH2:7][C:8]1[CH:13]=[CH:12][C:11]([F:14])=[C:10]([NH:15][C:27]([O:29][CH2:30][CH3:31])=[O:28])[CH:9]=1, predict the reactants needed to synthesize it. The reactants are: [CH3:1][O:2][C:3](=[O:16])[CH2:4][CH2:5][CH2:6][CH2:7][C:8]1[CH:13]=[CH:12][C:11]([F:14])=[C:10]([NH2:15])[CH:9]=1.C(N(C(C)C)CC)(C)C.Cl[C:27]([O:29][CH2:30][CH3:31])=[O:28]. (4) Given the product [Cl:20][C:17]1[CH:18]=[CH:19][C:14]([CH:7]([NH:6][C:4]([CH2:3][NH:2][C:24](=[O:25])[C:23]2[CH:27]=[C:28]([F:32])[C:29]([F:31])=[CH:30][C:22]=2[F:21])=[O:5])[C:8]2[CH:13]=[CH:12][CH:11]=[CH:10][CH:9]=2)=[CH:15][CH:16]=1, predict the reactants needed to synthesize it. The reactants are: Cl.[NH2:2][CH2:3][C:4]([NH:6][CH:7]([C:14]1[CH:19]=[CH:18][C:17]([Cl:20])=[CH:16][CH:15]=1)[C:8]1[CH:13]=[CH:12][CH:11]=[CH:10][CH:9]=1)=[O:5].[F:21][C:22]1[CH:30]=[C:29]([F:31])[C:28]([F:32])=[CH:27][C:23]=1[C:24](O)=[O:25].